This data is from Catalyst prediction with 721,799 reactions and 888 catalyst types from USPTO. The task is: Predict which catalyst facilitates the given reaction. Reactant: [Br:1][C:2]1[CH:3]=[C:4]2[C:9](=[CH:10][CH:11]=1)[N:8]=[CH:7][C:6](I)=[C:5]2[Cl:13].[CH3:14][C:15]1[C:19](B(O)O)=[C:18]([CH3:23])S[N:16]=1.C(=O)([O-])[O-:25].[K+].[K+]. Product: [Br:1][C:2]1[CH:3]=[C:4]2[C:9](=[CH:10][CH:11]=1)[N:8]=[CH:7][C:6]([C:19]1[C:15]([CH3:14])=[N:16][O:25][C:18]=1[CH3:23])=[C:5]2[Cl:13]. The catalyst class is: 117.